From a dataset of Reaction yield outcomes from USPTO patents with 853,638 reactions. Predict the reaction yield, written as a fraction of the theoretical maximum amount of product (1.0 means a 100% yield; for example, 0.34 means a 34% yield). (1) The reactants are O=[C:2]1[N:21]([CH:22]2[CH2:27][CH2:26][O:25][CH2:24][CH2:23]2)[C:5]2=[N:6][C:7]([C:10]3[CH:11]=[N:12][N:13]4[CH:18]=[CH:17][C:16]([C:19]#[N:20])=[CH:15][C:14]=34)=[CH:8][CH:9]=[C:4]2[NH:3]1.[C:28](OCC)(OCC)(OCC)C.C(Cl)Cl.CO. The catalyst is CCO. The product is [CH3:28][C:2]1[N:21]([CH:22]2[CH2:27][CH2:26][O:25][CH2:24][CH2:23]2)[C:5]2=[N:6][C:7]([C:10]3[CH:11]=[N:12][N:13]4[CH:18]=[CH:17][C:16]([C:19]#[N:20])=[CH:15][C:14]=34)=[CH:8][CH:9]=[C:4]2[N:3]=1. The yield is 0.150. (2) The reactants are [Br:1][C:2]1[CH:7]=[CH:6][C:5]([CH2:8]Br)=[C:4]([CH2:10][CH3:11])[CH:3]=1.[C-:12]#[N:13].[K+]. The catalyst is CN(C=O)C.O.CCOCC. The product is [Br:1][C:2]1[CH:7]=[CH:6][C:5]([CH2:8][C:12]#[N:13])=[C:4]([CH2:10][CH3:11])[CH:3]=1. The yield is 0.800. (3) The reactants are [F:1][C:2]([F:34])([F:33])[C:3]1[CH:4]=[C:5]([CH:26]=[C:27]([C:29]([F:32])([F:31])[F:30])[CH:28]=1)[CH2:6][N:7]([CH2:13][C:14]1[CH:15]=[C:16]2[C:23]([CH3:24])=[N:22][N:21]([CH3:25])[C:17]2=[N:18][C:19]=1[Cl:20])[C:8]1[N:9]=[N:10][NH:11][N:12]=1.[H-].[Na+].[CH3:37]I.O. The catalyst is CN(C=O)C. The product is [F:32][C:29]([F:30])([F:31])[C:27]1[CH:26]=[C:5]([CH:4]=[C:3]([C:2]([F:33])([F:1])[F:34])[CH:28]=1)[CH2:6][N:7]([CH2:13][C:14]1[CH:15]=[C:16]2[C:23]([CH3:24])=[N:22][N:21]([CH3:25])[C:17]2=[N:18][C:19]=1[Cl:20])[C:8]1[N:9]=[N:10][N:11]([CH3:37])[N:12]=1. The yield is 0.750.